The task is: Predict the reactants needed to synthesize the given product.. This data is from Full USPTO retrosynthesis dataset with 1.9M reactions from patents (1976-2016). (1) Given the product [C:15]([C:10]1[C:11](=[O:14])[N:12]([CH2:25][CH2:26][CH2:27][C:28]2[CH:33]=[CH:32][C:31]([Cl:34])=[CH:30][CH:29]=2)[N:13]=[C:8]([C:5]2[CH:6]=[CH:7][C:2]([F:1])=[C:3]([CH3:19])[CH:4]=2)[CH:9]=1)([OH:17])=[O:16], predict the reactants needed to synthesize it. The reactants are: [F:1][C:2]1[CH:7]=[CH:6][C:5]([C:8]2[CH:9]=[C:10]([C:15]([O:17]C)=[O:16])[C:11](=[O:14])[NH:12][N:13]=2)=[CH:4][C:3]=1[CH3:19].CS(O[CH2:25][CH2:26][CH2:27][C:28]1[CH:33]=[CH:32][C:31]([Cl:34])=[CH:30][CH:29]=1)(=O)=O. (2) Given the product [ClH:52].[ClH:52].[CH:38]1([C@H:13]([NH:12][C:10](=[O:11])[C@H:9]([CH3:44])[NH:7][CH3:6])[C:14]([N:16]2[C@H:21]([C:22]([NH:23][C@H:24]3[C:33]4[C:28](=[CH:29][CH:30]=[CH:31][CH:32]=4)[O:27][CH2:26][CH2:25]3)=[O:34])[CH2:20][N:19]3[CH2:35][CH2:36][CH2:37][C@H:18]3[CH2:17]2)=[O:15])[CH2:43][CH2:42][CH2:41][CH2:40][CH2:39]1, predict the reactants needed to synthesize it. The reactants are: C(O[C:6](=O)[N:7]([C@@H:9]([CH3:44])[C:10]([NH:12][C@@H:13]([CH:38]1[CH2:43][CH2:42][CH2:41][CH2:40][CH2:39]1)[C:14]([N:16]1[C@H:21]([C:22](=[O:34])[NH:23][C@H:24]2[C:33]3[C:28](=[CH:29][CH:30]=[CH:31][CH:32]=3)[O:27][CH2:26][CH2:25]2)[CH2:20][N:19]2[CH2:35][CH2:36][CH2:37][C@H:18]2[CH2:17]1)=[O:15])=[O:11])C)(C)(C)C.C(OCC)(=O)C.[ClH:52]. (3) Given the product [Br:17][C:18]1[C:19]([C:24]2[NH:28][CH:27]=[N:26][N:25]=2)=[C:20]([NH:23][C:12](=[O:14])[CH2:11][N:4]2[C:5]3[C:10](=[CH:9][CH:8]=[CH:7][CH:6]=3)[C:2]([F:1])([F:16])[C:3]2=[O:15])[S:21][CH:22]=1, predict the reactants needed to synthesize it. The reactants are: [F:1][C:2]1([F:16])[C:10]2[C:5](=[CH:6][CH:7]=[CH:8][CH:9]=2)[N:4]([CH2:11][C:12]([OH:14])=O)[C:3]1=[O:15].[Br:17][C:18]1[C:19]([C:24]2[NH:28][CH:27]=[N:26][N:25]=2)=[C:20]([NH2:23])[S:21][CH:22]=1.